This data is from Reaction yield outcomes from USPTO patents with 853,638 reactions. The task is: Predict the reaction yield, written as a fraction of the theoretical maximum amount of product (1.0 means a 100% yield; for example, 0.34 means a 34% yield). (1) The reactants are [Br:1][C:2]1[C:3](=[O:28])[N:4]([CH2:19][C:20]2[O:24][C:23]([C:25](O)=[O:26])=[CH:22][CH:21]=2)[C:5]([CH3:18])=[CH:6][C:7]=1[O:8][CH2:9][C:10]1[CH:15]=[CH:14][C:13]([F:16])=[CH:12][C:11]=1[F:17].ClC1N=C(OC)N=C(OC)[N:31]=1.CN1CCOCC1.[OH-].[NH4+]. The catalyst is C1COCC1.[Cl-].[Na+].O. The product is [Br:1][C:2]1[C:3](=[O:28])[N:4]([CH2:19][C:20]2[O:24][C:23]([C:25]([NH2:31])=[O:26])=[CH:22][CH:21]=2)[C:5]([CH3:18])=[CH:6][C:7]=1[O:8][CH2:9][C:10]1[CH:15]=[CH:14][C:13]([F:16])=[CH:12][C:11]=1[F:17]. The yield is 0.740. (2) The reactants are FC(F)(F)S(O[C:7]1[N:11]=[CH:10][N:9]([C:12]2[CH:17]=[CH:16][C:15]([O:18][C:19]([F:25])([F:24])[C:20]([F:23])([F:22])[F:21])=[CH:14][CH:13]=2)[N:8]=1)(=O)=O.CC1(C)C(C)(C)OB([C:36]2[CH:41]=[CH:40][C:39]([NH:42][C:43](=[O:59])[O:44][C@H:45]3[C@H:50]([O:51][CH3:52])[C@H:49]([O:53][CH2:54][CH3:55])[C@@H:48]([O:56][CH3:57])[C@H:47]([CH3:58])[O:46]3)=[CH:38][CH:37]=2)O1.C([O-])([O-])=O.[Na+].[Na+]. The yield is 0.150. The product is [F:24][C:19]([F:25])([O:18][C:15]1[CH:16]=[CH:17][C:12]([N:9]2[CH:10]=[N:11][C:7]([C:36]3[CH:41]=[CH:40][C:39]([NH:42][C:43](=[O:59])[O:44][C@H:45]4[C@H:50]([O:51][CH3:52])[C@H:49]([O:53][CH2:54][CH3:55])[C@@H:48]([O:56][CH3:57])[C@H:47]([CH3:58])[O:46]4)=[CH:38][CH:37]=3)=[N:8]2)=[CH:13][CH:14]=1)[C:20]([F:23])([F:22])[F:21]. The catalyst is COCCOC.CCOC(C)=O.C1C=CC([P]([Pd]([P](C2C=CC=CC=2)(C2C=CC=CC=2)C2C=CC=CC=2)([P](C2C=CC=CC=2)(C2C=CC=CC=2)C2C=CC=CC=2)[P](C2C=CC=CC=2)(C2C=CC=CC=2)C2C=CC=CC=2)(C2C=CC=CC=2)C2C=CC=CC=2)=CC=1. (3) The yield is 0.980. The product is [N+:15]([C:11]1[CH:12]=[C:13]2[C:8](=[CH:9][CH:10]=1)[NH:7][C:6]([C:4]([OH:5])=[O:3])=[CH:14]2)([O-:17])=[O:16]. The reactants are C([O:3][C:4]([C:6]1[NH:7][C:8]2[C:13]([CH:14]=1)=[CH:12][C:11]([N+:15]([O-:17])=[O:16])=[CH:10][CH:9]=2)=[O:5])C.C(O)C. No catalyst specified. (4) The reactants are [NH:1]([C:3]1[N:4]=[C:5]2[CH:11]=[CH:10][N:9]([S:12]([C:15]3[CH:21]=[CH:20][C:18]([CH3:19])=[CH:17][CH:16]=3)(=[O:14])=[O:13])[C:6]2=[N:7][CH:8]=1)[NH2:2].[CH2:22]([CH:24]1[CH2:32][C:27]2([O:31][CH2:30][CH2:29][O:28]2)[CH2:26][CH:25]1[C:33](O)=[O:34])[CH3:23].CN(C(ON1N=NC2C=CC=NC1=2)=[N+](C)C)C.F[P-](F)(F)(F)(F)F. The catalyst is C(Cl)Cl. The product is [CH2:22]([CH:24]1[CH2:32][C:27]2([O:28][CH2:29][CH2:30][O:31]2)[CH2:26][CH:25]1[C:33]([NH:2][NH:1][C:3]1[N:4]=[C:5]2[CH:11]=[CH:10][N:9]([S:12]([C:15]3[CH:21]=[CH:20][C:18]([CH3:19])=[CH:17][CH:16]=3)(=[O:13])=[O:14])[C:6]2=[N:7][CH:8]=1)=[O:34])[CH3:23]. The yield is 0.890. (5) The reactants are [CH3:1][C:2]([CH3:32])([O:4][C:5]([NH:7][C@@H:8]([CH2:13][CH2:14][CH2:15][CH:16]1[CH2:21][CH2:20][N:19]([C:22]([O:24][CH2:25][C:26]2[CH:31]=[CH:30][CH:29]=[CH:28][CH:27]=2)=[O:23])[CH2:18][CH2:17]1)[C:9]([O:11]C)=[O:10])=[O:6])[CH3:3].O.[OH-].[Li+]. The catalyst is CO.O. The product is [CH3:3][C:2]([CH3:32])([O:4][C:5]([NH:7][C@@H:8]([CH2:13][CH2:14][CH2:15][CH:16]1[CH2:21][CH2:20][N:19]([C:22]([O:24][CH2:25][C:26]2[CH:27]=[CH:28][CH:29]=[CH:30][CH:31]=2)=[O:23])[CH2:18][CH2:17]1)[C:9]([OH:11])=[O:10])=[O:6])[CH3:1]. The yield is 0.860. (6) The yield is 0.910. The product is [ClH:47].[ClH:1].[Cl:47][C:44]1[CH:43]=[CH:42][C:41]([C:38]2[CH:39]=[CH:40][C:35]([N:32]3[CH2:31][CH2:30][NH:29][CH2:34][CH2:33]3)=[N:36][CH:37]=2)=[CH:46][CH:45]=1. The reactants are [ClH:1].Cl.FC1C=CC(C2C=NC(N3CCNCC3)=NC=2)=CC=1.C(OC([N:29]1[CH2:34][CH2:33][N:32]([C:35]2[CH:40]=[CH:39][C:38]([C:41]3[CH:46]=[CH:45][C:44]([Cl:47])=[CH:43][CH:42]=3)=[CH:37][N:36]=2)[CH2:31][CH2:30]1)=O)(C)(C)C. No catalyst specified.